Dataset: Reaction yield outcomes from USPTO patents with 853,638 reactions. Task: Predict the reaction yield, written as a fraction of the theoretical maximum amount of product (1.0 means a 100% yield; for example, 0.34 means a 34% yield). (1) The yield is 0.640. The product is [Cl:46][C:45]1[CH:44]=[CH:43][C:26]([O:27][C:28]2[CH:29]=[CH:30][C:31]3[N:32]([CH:34]=[C:35]([NH:37][C:38]([CH:40]4[CH2:42][CH2:41]4)=[O:39])[N:36]=3)[N:33]=2)=[CH:25][C:24]=1[NH:23][C:8]([C:6]1[N:5]([CH3:11])[N:4]=[C:3]([CH2:1][CH3:2])[CH:7]=1)=[O:10]. The reactants are [CH2:1]([C:3]1[CH:7]=[C:6]([C:8]([OH:10])=O)[N:5]([CH3:11])[N:4]=1)[CH3:2].CN(C)C=O.C(Cl)(=O)C(Cl)=O.[NH2:23][C:24]1[CH:25]=[C:26]([CH:43]=[CH:44][C:45]=1[Cl:46])[O:27][C:28]1[CH:29]=[CH:30][C:31]2[N:32]([CH:34]=[C:35]([NH:37][C:38]([CH:40]3[CH2:42][CH2:41]3)=[O:39])[N:36]=2)[N:33]=1. The catalyst is CN(C)C(=O)C.O1CCCC1. (2) The reactants are O1CCCC1.[CH:6]1([O:11][C:12]2[CH:17]=[CH:16][C:15]([CH2:18][C:19](Cl)=[N:20][OH:21])=[CH:14][CH:13]=2)[CH2:10][CH2:9][CH2:8][CH2:7]1.[C:23]([C:25]1[C:26]([NH2:31])=[N:27][CH:28]=[CH:29][CH:30]=1)#[CH:24].C(N(CC)CC)C. The catalyst is O. The product is [CH:6]1([O:11][C:12]2[CH:17]=[CH:16][C:15]([CH2:18][C:19]3[CH:24]=[C:23]([C:25]4[C:26]([NH2:31])=[N:27][CH:28]=[CH:29][CH:30]=4)[O:21][N:20]=3)=[CH:14][CH:13]=2)[CH2:10][CH2:9][CH2:8][CH2:7]1. The yield is 0.220.